Dataset: Full USPTO retrosynthesis dataset with 1.9M reactions from patents (1976-2016). Task: Predict the reactants needed to synthesize the given product. (1) The reactants are: C(SC1N=C(C)C=CC=1C(O)=O)C=C.[CH2:15]([O:18][C:19]1[CH:24]=[CH:23][C:22]([CH2:25][C@H:26]([NH:35][C:36](=[O:48])[C:37]2[CH:42]=[CH:41][C:40]([CH3:43])=[N:39][C:38]=2[S:44][CH2:45][CH:46]=[CH2:47])[C:27]([NH:29][C:30]2([C:33]#[N:34])[CH2:32][CH2:31]2)=[O:28])=[CH:21][C:20]=1[Cl:49])C=C. Given the product [C:33]([C:30]1([NH:29][C:27]([C@H:26]2[NH:35][C:36](=[O:48])[C:37]3[C:38](=[N:39][C:40]([CH3:43])=[CH:41][CH:42]=3)[S:44][CH2:45][CH:46]=[CH:47][CH2:15][O:18][C:19]3=[CH:24][CH:23]=[C:22]([CH:21]=[C:20]3[Cl:49])[CH2:25]2)=[O:28])[CH2:31][CH2:32]1)#[N:34], predict the reactants needed to synthesize it. (2) Given the product [CH3:18][CH:15]1[C:9]2[C:14](=[CH:13][CH:12]=[CH:11][CH:10]=2)[CH:1]([C:2]2[CH:7]=[CH:6][CH:5]=[CH:4][CH:3]=2)[NH:17][CH2:16]1, predict the reactants needed to synthesize it. The reactants are: [CH:1](=O)[C:2]1[CH:7]=[CH:6][CH:5]=[CH:4][CH:3]=1.[C:9]1([CH:15]([CH3:18])[CH2:16][NH2:17])[CH:14]=[CH:13][CH:12]=[CH:11][CH:10]=1.CCCCCC. (3) Given the product [CH2:9]([C:8]1([CH3:20])[O:15][C:2]2=[N:3][C:4]3[CH:19]=[CH:18][CH:17]=[CH:16][C:5]=3[N:6]2[CH2:7]1)[CH2:10][CH2:11][CH2:12][CH2:13][CH3:14], predict the reactants needed to synthesize it. The reactants are: Cl[C:2]1[N:6]([CH2:7][C:8](=[O:15])[CH2:9][CH2:10][CH2:11][CH2:12][CH2:13][CH3:14])[C:5]2[CH:16]=[CH:17][CH:18]=[CH:19][C:4]=2[N:3]=1.[CH3:20][Mg]Br. (4) Given the product [CH:20]1([N:26]([CH2:27][CH2:28][O:29][CH3:30])[C:2]2[N:7]=[CH:6][N:5]=[C:4]([C:8]([NH:10][C:11]3[CH:12]=[C:13]4[C:17](=[CH:18][CH:19]=3)[NH:16][N:15]=[CH:14]4)=[O:9])[CH:3]=2)[CH2:25][CH2:24][CH2:23][CH2:22][CH2:21]1, predict the reactants needed to synthesize it. The reactants are: Cl[C:2]1[N:7]=[CH:6][N:5]=[C:4]([C:8]([NH:10][C:11]2[CH:12]=[C:13]3[C:17](=[CH:18][CH:19]=2)[NH:16][N:15]=[CH:14]3)=[O:9])[CH:3]=1.[CH:20]1([NH:26][CH2:27][CH2:28][O:29][CH3:30])[CH2:25][CH2:24][CH2:23][CH2:22][CH2:21]1. (5) Given the product [CH3:26][O:27][C:28]1[CH:33]=[CH:32][C:31]([CH2:34][C:35]([NH:1][C:2]2[CH:3]=[C:4]([C:8]3[C:16]4[C:11](=[CH:12][CH:13]=[C:14]([C:17]([NH2:19])=[O:18])[CH:15]=4)[NH:10][N:9]=3)[CH:5]=[CH:6][CH:7]=2)=[O:36])=[CH:30][CH:29]=1, predict the reactants needed to synthesize it. The reactants are: [NH2:1][C:2]1[CH:3]=[C:4]([C:8]2[C:16]3[C:11](=[CH:12][CH:13]=[C:14]([C:17]([NH2:19])=[O:18])[CH:15]=3)[N:10](C3CCCCO3)[N:9]=2)[CH:5]=[CH:6][CH:7]=1.[CH3:26][O:27][C:28]1[CH:33]=[CH:32][C:31]([CH2:34][C:35](O)=[O:36])=[CH:30][CH:29]=1.CCN=C=NCCCN(C)C. (6) Given the product [N:11]12[CH2:16][CH2:15][CH:14]([CH2:13][CH2:12]1)[CH:9]([O:8][C:5]1[N:4]=[CH:3][C:2]([C:25]3[CH:26]=[CH:27][C:28]([NH:31][C:32](=[O:38])[O:33][C:34]([CH3:36])([CH3:35])[CH3:37])=[CH:29][CH:30]=3)=[CH:7][N:6]=1)[CH2:10]2, predict the reactants needed to synthesize it. The reactants are: Br[C:2]1[CH:3]=[N:4][C:5]([O:8][CH:9]2[CH:14]3[CH2:15][CH2:16][N:11]([CH2:12][CH2:13]3)[CH2:10]2)=[N:6][CH:7]=1.CC1(C)C(C)(C)OB([C:25]2[CH:30]=[CH:29][C:28]([NH:31][C:32](=[O:38])[O:33][C:34]([CH3:37])([CH3:36])[CH3:35])=[CH:27][CH:26]=2)O1.C([O-])([O-])=O.[K+].[K+]. (7) Given the product [CH:28]1[C:19]2[CH2:20][CH2:21][C:22]3[CH:27]=[CH:26][CH:25]=[CH:24][C:23]=3[C:17](=[C:5]([C:6]3[CH:7]=[C:8]([NH:12][S:13]([CH3:16])(=[O:15])=[O:14])[CH:9]=[CH:10][CH:11]=3)[CH2:4][OH:3])[C:18]=2[CH:31]=[CH:30][CH:29]=1, predict the reactants needed to synthesize it. The reactants are: C([O:3][C:4](=O)[C:5](=[C:17]1[C:23]2[CH:24]=[CH:25][CH:26]=[CH:27][C:22]=2[CH2:21][CH2:20][C:19]2[CH:28]=[CH:29][CH:30]=[CH:31][C:18]1=2)[C:6]1[CH:11]=[CH:10][CH:9]=[C:8]([NH:12][S:13]([CH3:16])(=[O:15])=[O:14])[CH:7]=1)C.[H-].[Al+3].[Li+].[H-].[H-].[H-].